Dataset: Catalyst prediction with 721,799 reactions and 888 catalyst types from USPTO. Task: Predict which catalyst facilitates the given reaction. (1) Reactant: [OH:1][C:2]1[CH:3]=[CH:4][CH:5]=[C:6]2[C:11]=1[N:10]=[CH:9][CH:8]=[CH:7]2.[C:12]1([P:18](Cl)([C:20]2[CH:25]=[CH:24][CH:23]=[CH:22][CH:21]=2)=[O:19])[CH:17]=[CH:16][CH:15]=[CH:14][CH:13]=1.C(NC(C)C)(C)C. Product: [C:12]1([P:18]([C:20]2[CH:25]=[CH:24][CH:23]=[CH:22][CH:21]=2)(=[O:19])[O:1][C:2]2[CH:3]=[CH:4][CH:5]=[C:6]3[C:11]=2[N:10]=[CH:9][CH:8]=[CH:7]3)[CH:13]=[CH:14][CH:15]=[CH:16][CH:17]=1. The catalyst class is: 1. (2) Reactant: [CH3:1][C@@H:2]1[N:7]([C:8]2[C:17]3[C:12](=[CH:13][C:14](B(O)O)=[CH:15][CH:16]=3)[CH:11]=[N:10][N:9]=2)[CH2:6][CH2:5][O:4][CH2:3]1.[CH:21]1([NH:24][C:25]2[C:29]3[CH:30]=[CH:31][C:32]([CH3:35])=[C:33](I)[C:28]=3[O:27][N:26]=2)[CH2:23][CH2:22]1.C(=O)([O-])[O-].[Na+].[Na+]. Product: [CH:21]1([NH:24][C:25]2[C:29]3[CH:30]=[CH:31][C:32]([CH3:35])=[C:33]([C:14]4[CH:13]=[C:12]5[C:17](=[CH:16][CH:15]=4)[C:8]([N:7]4[CH2:6][CH2:5][O:4][CH2:3][C@@H:2]4[CH3:1])=[N:9][N:10]=[CH:11]5)[C:28]=3[O:27][N:26]=2)[CH2:23][CH2:22]1. The catalyst class is: 752. (3) Reactant: [OH:1][C:2]1[CH:9]=[CH:8][C:5]([CH:6]=O)=[C:4]([O:10][CH3:11])[CH:3]=1.[NH:12]1[CH2:17][CH2:16][O:15][CH2:14][CH2:13]1.C(O[BH-](OC(=O)C)OC(=O)C)(=O)C.[Na+].C([O-])(O)=O.[Na+]. Product: [CH3:11][O:10][C:4]1[CH:3]=[C:2]([OH:1])[CH:9]=[CH:8][C:5]=1[CH2:6][N:12]1[CH2:17][CH2:16][O:15][CH2:14][CH2:13]1. The catalyst class is: 68.